Task: Predict the reactants needed to synthesize the given product.. Dataset: Full USPTO retrosynthesis dataset with 1.9M reactions from patents (1976-2016) (1) Given the product [NH2:13][C:5]1[C:6]([NH2:10])=[CH:7][CH:8]=[CH:9][C:4]=1[C:3]([O:2][CH3:1])=[O:14], predict the reactants needed to synthesize it. The reactants are: [CH3:1][O:2][C:3](=[O:14])[C:4]1[CH:9]=[CH:8][CH:7]=[C:6]([N+:10]([O-])=O)[C:5]=1[NH2:13]. (2) Given the product [CH3:1][C:2]1[C:3]([C:30]2[CH:35]=[CH:34][CH:33]=[CH:32][CH:31]=2)=[C:4]([O:12][C:13]2[CH:18]=[CH:17][C:16](/[CH:19]=[CH:20]/[C:21]([OH:23])=[O:22])=[C:15]([C:26]([F:29])([F:28])[F:27])[CH:14]=2)[C:5]2[C:10]([CH:11]=1)=[CH:9][CH:8]=[CH:7][CH:6]=2, predict the reactants needed to synthesize it. The reactants are: [CH3:1][C:2]1[C:3]([C:30]2[CH:35]=[CH:34][CH:33]=[CH:32][CH:31]=2)=[C:4]([O:12][C:13]2[CH:18]=[CH:17][C:16](/[CH:19]=[CH:20]/[C:21]([O:23]CC)=[O:22])=[C:15]([C:26]([F:29])([F:28])[F:27])[CH:14]=2)[C:5]2[C:10]([CH:11]=1)=[CH:9][CH:8]=[CH:7][CH:6]=2.CCO.[OH-].[Na+]. (3) Given the product [CH2:34]([N:19]([CH2:17][CH3:18])[CH2:20][CH2:21][CH2:22][C:23]1[CH:24]=[C:25]2[C:29](=[CH:30][CH:31]=1)[NH:28][C:27]([CH:32]=[C:10]1[C:9]3[C:13](=[CH:14][CH:15]=[C:7]([C:1]4[CH:2]=[CH:3][CH:4]=[CH:5][CH:6]=4)[CH:8]=3)[NH:12][C:11]1=[O:16])=[CH:26]2)[CH3:35], predict the reactants needed to synthesize it. The reactants are: [C:1]1([C:7]2[CH:8]=[C:9]3[C:13](=[CH:14][CH:15]=2)[NH:12][C:11](=[O:16])[CH2:10]3)[CH:6]=[CH:5][CH:4]=[CH:3][CH:2]=1.[CH2:17]([N:19]([CH2:34][CH3:35])[CH2:20][CH2:21][CH2:22][C:23]1[CH:24]=[C:25]2[C:29](=[CH:30][CH:31]=1)[NH:28][C:27]([CH:32]=O)=[CH:26]2)[CH3:18].N1CCCCC1.